This data is from Peptide-MHC class II binding affinity with 134,281 pairs from IEDB. The task is: Regression. Given a peptide amino acid sequence and an MHC pseudo amino acid sequence, predict their binding affinity value. This is MHC class II binding data. (1) The peptide sequence is MATTLPVQRHPRSLF. The MHC is HLA-DPA10103-DPB10201 with pseudo-sequence HLA-DPA10103-DPB10201. The binding affinity (normalized) is 0. (2) The peptide sequence is RNEPTAAAIAYGLDR. The MHC is HLA-DQA10501-DQB10301 with pseudo-sequence HLA-DQA10501-DQB10301. The binding affinity (normalized) is 0.797.